Task: Predict the product of the given reaction.. Dataset: Forward reaction prediction with 1.9M reactions from USPTO patents (1976-2016) Given the reactants [CH2:1]([S-:3])[CH3:2].[Na+].Cl[C:6]1[C:7]([C:12]([NH:14][C:15]2[CH:20]=[C:19]([C:21]([F:24])([F:23])[F:22])[CH:18]=[CH:17][N:16]=2)=[O:13])=[N:8][CH:9]=[CH:10][CH:11]=1.CN(C=O)C, predict the reaction product. The product is: [CH2:1]([S:3][C:6]1[C:7]([C:12]([NH:14][C:15]2[CH:20]=[C:19]([C:21]([F:22])([F:24])[F:23])[CH:18]=[CH:17][N:16]=2)=[O:13])=[N:8][CH:9]=[CH:10][CH:11]=1)[CH3:2].